This data is from Full USPTO retrosynthesis dataset with 1.9M reactions from patents (1976-2016). The task is: Predict the reactants needed to synthesize the given product. (1) Given the product [C:18]1([CH:24]2[CH2:29][CH2:28][C:27](=[O:30])[CH:26]=[CH:25]2)[CH:23]=[CH:22][CH:21]=[CH:20][CH:19]=1, predict the reactants needed to synthesize it. The reactants are: [Li]CCCC.C(NC(C)C)(C)C.C[Si](Cl)(C)C.[C:18]1([CH:24]2[CH2:29][CH2:28][C:27](=[O:30])[CH2:26][CH2:25]2)[CH:23]=[CH:22][CH:21]=[CH:20][CH:19]=1.C1(=O)C=CC(=O)C=C1. (2) The reactants are: [CH:1]1[C:10]2[CH2:9][CH2:8][CH2:7][CH2:6][C:5]=2[CH:4]=[CH:3][C:2]=1[C:11](=[O:14])[CH2:12][CH3:13].[CH2:15]1N2CN3CN(C2)CN1C3.C(OC(=O)C)(=O)C.[OH-].[Na+].S(=O)(=O)(O)O.C1CC(=O)C=C2C=1C=CC=C2. Given the product [CH3:13][CH:12]1[C:11](=[O:14])[C:2]2=[CH:1][C:10]3[CH2:9][CH2:8][CH2:7][CH2:6][C:5]=3[CH:4]=[C:3]2[CH2:15]1, predict the reactants needed to synthesize it.